Dataset: Reaction yield outcomes from USPTO patents with 853,638 reactions. Task: Predict the reaction yield, written as a fraction of the theoretical maximum amount of product (1.0 means a 100% yield; for example, 0.34 means a 34% yield). (1) The reactants are [CH3:1][O:2][C:3]1[CH:8]=[C:7]([O:9][CH3:10])[CH:6]=[CH:5][C:4]=1Br.C([Li])CCC.[I-].[CH3:18][N+:19]1[CH:24]=[CH:23][C:22]([CH3:25])=[CH:21][CH:20]=1. The catalyst is C(OCC)C.O. The product is [CH3:1][O:2][C:3]1[CH:8]=[C:7]([O:9][CH3:10])[CH:6]=[CH:5][C:4]=1[CH:24]1[CH:23]=[C:22]([CH3:25])[CH:21]=[CH:20][N:19]1[CH3:18]. The yield is 0.930. (2) The reactants are Br[C:2]1[C:3]([CH:16]=[C:17]2[CH:21]([OH:22])[CH2:20][CH2:19][S:18]2)=[CH:4][C:5]([O:14][CH3:15])=[C:6]([CH:8]([CH3:13])[C:9]([O:11][CH3:12])=[O:10])[CH:7]=1.C([O-])=O.[NH4+].C(N(CC)CC)C. The catalyst is COCCOC.C1C=CC([P]([Pd]([P](C2C=CC=CC=2)(C2C=CC=CC=2)C2C=CC=CC=2)([P](C2C=CC=CC=2)(C2C=CC=CC=2)C2C=CC=CC=2)[P](C2C=CC=CC=2)(C2C=CC=CC=2)C2C=CC=CC=2)(C2C=CC=CC=2)C2C=CC=CC=2)=CC=1. The product is [OH:22][CH:21]1[CH2:20][CH2:19][S:18][C:17]1=[CH:16][C:3]1[CH:2]=[CH:7][C:6]([CH:8]([CH3:13])[C:9]([O:11][CH3:12])=[O:10])=[C:5]([O:14][CH3:15])[CH:4]=1. The yield is 0.720. (3) The reactants are [Cl:1][C:2]1[CH:7]=[C:6]([Cl:8])[CH:5]=[C:4]([Cl:9])[C:3]=1[C:10]1[C:18]2[O:17][CH:16]([CH2:19][NH2:20])[CH2:15][C:14]=2[CH:13]=[CH:12][CH:11]=1.C(N(C(C)C)CC)(C)C.Cl[C:31]([O:33][CH2:34][C:35]1[CH:40]=[CH:39][CH:38]=[CH:37][CH:36]=1)=[O:32].C1(C2C3OC(CNC(=O)OCC4C=CC=CC=4)CC=3C=CC=2)CCCC1. No catalyst specified. The product is [CH2:34]([O:33][C:31](=[O:32])[NH:20][CH2:19][CH:16]1[CH2:15][C:14]2[CH:13]=[CH:12][CH:11]=[C:10]([C:3]3[C:4]([Cl:9])=[CH:5][C:6]([Cl:8])=[CH:7][C:2]=3[Cl:1])[C:18]=2[O:17]1)[C:35]1[CH:40]=[CH:39][CH:38]=[CH:37][CH:36]=1. The yield is 0.990. (4) The reactants are Br[C:2]1[CH:3]=[N:4][C:5]([C:8]([F:11])([F:10])[F:9])=[N:6][CH:7]=1.[CH3:12][C:13]1([CH3:29])[C:17]([CH3:19])([CH3:18])[O:16][B:15]([B:15]2[O:16][C:17]([CH3:19])([CH3:18])[C:13]([CH3:29])([CH3:12])[O:14]2)[O:14]1. The catalyst is CN(C=O)C.CC([O-])=O.CC([O-])=O.[Pd+2]. The product is [CH3:18][C:17]1([CH3:19])[O:16][B:15]([C:2]2[CH:3]=[N:4][C:5]([C:8]([F:11])([F:10])[F:9])=[N:6][CH:7]=2)[O:14][C:13]1([CH3:29])[CH3:12]. The yield is 0.830. (5) The reactants are P(Cl)(Cl)(Cl)=O.[CH3:6][N:7]1[C:15]2[C:10](=[CH:11][CH:12]=[CH:13][CH:14]=2)[C:9]([CH3:16])=[CH:8]1.[OH-].[Na+].CN([CH:22]=[O:23])C. The catalyst is O. The product is [CH3:6][N:7]1[C:15]2[C:10](=[CH:11][CH:12]=[CH:13][CH:14]=2)[C:9]([CH3:16])=[C:8]1[CH:22]=[O:23]. The yield is 0.910. (6) The reactants are C(O[C:4]([C:6]1[C:15](=[O:16])[C:14]2[C:9](=[CH:10][CH:11]=[C:12]([O:17][CH2:18][CH3:19])[N:13]=2)[NH:8][CH:7]=1)=[O:5])C.[CH2:20]([NH2:27])[C:21]1[CH:26]=[CH:25][CH:24]=[CH:23][CH:22]=1. The catalyst is CN(C)C=O. The product is [CH2:20]([NH:27][C:4]([C:6]1[C:15](=[O:16])[C:14]2[C:9](=[CH:10][CH:11]=[C:12]([O:17][CH2:18][CH3:19])[N:13]=2)[NH:8][CH:7]=1)=[O:5])[C:21]1[CH:26]=[CH:25][CH:24]=[CH:23][CH:22]=1.[CH3:14][N:13]([CH:12]=[O:17])[CH3:20]. The yield is 0.722.